Dataset: Reaction yield outcomes from USPTO patents with 853,638 reactions. Task: Predict the reaction yield, written as a fraction of the theoretical maximum amount of product (1.0 means a 100% yield; for example, 0.34 means a 34% yield). (1) The reactants are Br[C:2]1[C:3]([NH:25][CH3:26])=[N:4][C:5]([NH:8][C:9]2[CH:14]=[CH:13][C:12]([C:15]([N:17]3[CH2:22][CH2:21][O:20][CH2:19][CH2:18]3)=[O:16])=[CH:11][C:10]=2[O:23][CH3:24])=[N:6][CH:7]=1.[CH:27]1([B-](F)(F)F)[CH2:30][CH2:29][CH2:28]1.[K+].C(=O)([O-])[O-].[Cs+].[Cs+].C12(P(C34CC5CC(CC(C5)C3)C4)CCCC)CC3CC(CC(C3)C1)C2. The catalyst is C([O-])(=O)C.[Pd+2].C([O-])(=O)C.O.C1(C)C=CC=CC=1. The product is [CH:27]1([C:2]2[C:3]([NH:25][CH3:26])=[N:4][C:5]([NH:8][C:9]3[CH:14]=[CH:13][C:12]([C:15]([N:17]4[CH2:22][CH2:21][O:20][CH2:19][CH2:18]4)=[O:16])=[CH:11][C:10]=3[O:23][CH3:24])=[N:6][CH:7]=2)[CH2:30][CH2:29][CH2:28]1. The yield is 0.0860. (2) The reactants are S(OS(C(F)(F)F)(=O)=O)(C(F)(F)F)(=O)=O.[C:16]([O:21][CH2:22][C:23]1[CH:28]=[CH:27][CH:26]=[CH:25][CH:24]=1)(=[O:20])[C@H:17]([CH3:19])O.N1C(C)=CC=CC=1C.[CH2:37]([O:40][NH2:41])[CH:38]=[CH2:39].C([O-])(O)=O.[Na+]. The catalyst is C(Cl)Cl. The product is [CH2:22]([O:21][C:16](=[O:20])[C@@H:17]([CH3:19])[NH:41][O:40][CH2:37][CH:38]=[CH2:39])[C:23]1[CH:28]=[CH:27][CH:26]=[CH:25][CH:24]=1. The yield is 0.996. (3) The reactants are [CH:1]([O:4][C:5]1[CH:25]=[CH:24][CH:23]=[CH:22][C:6]=1[O:7][CH2:8][CH2:9][CH2:10][N:11]1[C:19](=O)[C:18]2[C:13](=[CH:14][CH:15]=[CH:16][CH:17]=2)C1=O)([CH3:3])[CH3:2].C(OC1C=CC=CC=1O)(C)C.C([O-])([O-])=O.[K+].[K+].BrCCC[N:47]1[C:55](=[O:56])C2[C:49](=[CH:50][CH:51]=[CH:52]C=2)[C:48]1=O. The catalyst is CN(C=O)C. The product is [CH:1]([O:4][C:5]1[CH:25]=[CH:24][CH:23]=[CH:22][C:6]=1[O:7][CH2:8][CH2:9][CH2:10][NH:11][CH2:19][C:18]1[CH:17]=[C:16]([C:55]([N:47]2[CH2:52][CH2:51][CH2:50][CH2:49][CH2:48]2)=[O:56])[CH:15]=[CH:14][CH:13]=1)([CH3:2])[CH3:3]. The yield is 0.870. (4) The reactants are [C:1]([C:3]1([CH2:6][CH2:7][CH2:8][CH2:9][CH2:10][CH2:11][CH2:12][CH2:13][CH2:14][CH2:15][CH2:16][CH2:17][C:18]2([C:21]([OH:23])=[O:22])[CH2:20][CH2:19]2)[CH2:5][CH2:4]1)#[N:2].[N-:24]=[N+:25]=[N-:26].[Na+].Cl.C(N(CC)CC)C. The catalyst is [N+](C1C=CC=CC=1)([O-])=O.C(OCC)C. The product is [NH:2]1[C:1]([C:3]2([CH2:6][CH2:7][CH2:8][CH2:9][CH2:10][CH2:11][CH2:12][CH2:13][CH2:14][CH2:15][CH2:16][CH2:17][C:18]3([C:21]([OH:23])=[O:22])[CH2:19][CH2:20]3)[CH2:4][CH2:5]2)=[N:26][N:25]=[N:24]1. The yield is 0.270. (5) The reactants are [F:1][C:2]1[CH:7]=[CH:6][C:5]([F:8])=[CH:4][C:3]=1[CH:9]1[CH2:13][CH2:12][CH2:11][N:10]1[C:14]1[CH:19]=[CH:18][N:17]2[N:20]=[CH:21][C:22]([C:23]([NH2:25])=[O:24])=[C:16]2[N:15]=1.CO[C:28](OC)([N:30]([CH3:32])[CH3:31])[CH3:29]. No catalyst specified. The product is [F:1][C:2]1[CH:7]=[CH:6][C:5]([F:8])=[CH:4][C:3]=1[CH:9]1[CH2:13][CH2:12][CH2:11][N:10]1[C:14]1[CH:19]=[CH:18][N:17]2[N:20]=[CH:21][C:22]([C:23](/[N:25]=[C:28](\[N:30]([CH3:32])[CH3:31])/[CH3:29])=[O:24])=[C:16]2[N:15]=1. The yield is 0.990. (6) The reactants are CN(C(ON1N=NC2C=CC=NC1=2)=[N+](C)C)C.F[P-](F)(F)(F)(F)F.CCN(C(C)C)C(C)C.[CH2:34]([O:41][N:42]1[C:48](=[O:49])[N:47]2[CH2:50][C@H:43]1[CH2:44][CH2:45][C@H:46]2[C:51]([OH:53])=O)[C:35]1[CH:40]=[CH:39][CH:38]=[CH:37][CH:36]=1.[NH:54]([C:56](=[O:69])[CH2:57][CH:58]1[CH2:61][N:60]([C:62]([O:64][C:65]([CH3:68])([CH3:67])[CH3:66])=[O:63])[CH2:59]1)[NH2:55]. The catalyst is C(Cl)Cl. The product is [CH2:34]([O:41][N:42]1[C:48](=[O:49])[N:47]2[CH2:50][C@H:43]1[CH2:44][CH2:45][C@H:46]2[C:51]([NH:55][NH:54][C:56](=[O:69])[CH2:57][CH:58]1[CH2:61][N:60]([C:62]([O:64][C:65]([CH3:67])([CH3:66])[CH3:68])=[O:63])[CH2:59]1)=[O:53])[C:35]1[CH:36]=[CH:37][CH:38]=[CH:39][CH:40]=1. The yield is 0.930.